Predict the reactants needed to synthesize the given product. From a dataset of Full USPTO retrosynthesis dataset with 1.9M reactions from patents (1976-2016). (1) Given the product [Cl:45][C:46]1[CH:47]=[C:48]([CH:49]=[C:50]([Cl:52])[CH:51]=1)[CH2:53][NH:54][C:2]([N:20]1[CH2:19][CH2:18][N:17]2[N:13]=[C:14]([C:22]([N:24]3[CH:25]4[CH2:32][CH2:31][CH2:30][CH:29]3[CH2:28][CH:27]([C:33]([O:35][CH2:36][CH3:37])=[O:34])[CH2:26]4)=[O:23])[CH:15]=[C:16]2[CH2:21]1)=[O:4], predict the reactants needed to synthesize it. The reactants are: Cl[C:2](Cl)([O:4]C(=O)OC(Cl)(Cl)Cl)Cl.[N:13]1[N:17]2[CH2:18][CH2:19][NH:20][CH2:21][C:16]2=[CH:15][C:14]=1[C:22]([N:24]1[CH:29]2[CH2:30][CH2:31][CH2:32][CH:25]1[CH2:26][CH:27]([C:33]([O:35][CH2:36][CH3:37])=[O:34])[CH2:28]2)=[O:23].CCN(CC)CC.[Cl:45][C:46]1[CH:47]=[C:48]([CH2:53][NH2:54])[CH:49]=[C:50]([Cl:52])[CH:51]=1. (2) Given the product [CH:1]1[C:10]2[C:5](=[CH:6][CH:7]=[CH:8][CH:9]=2)[CH:4]=[C:3]([CH:11]=[O:12])[N:2]=1, predict the reactants needed to synthesize it. The reactants are: [CH:1]1[C:10]2[C:5](=[CH:6][CH:7]=[CH:8][CH:9]=2)[CH:4]=[C:3]([C:11](OC)=[O:12])[N:2]=1.[H-].C([Al+]CC(C)C)C(C)C. (3) Given the product [C:1]([O:5][C:6](=[O:19])[NH:7][C:8]1[CH:13]=[CH:12][C:11]([C:14]([F:17])([F:16])[F:15])=[CH:10][C:9]=1[NH:18][C:25](=[O:24])[CH2:26][C:27]([C:29]1[CH:34]=[CH:33][CH:32]=[C:31]([C:35]2[CH:36]=[N:37][C:38]([CH3:41])=[CH:39][CH:40]=2)[CH:30]=1)=[O:28])([CH3:4])([CH3:2])[CH3:3], predict the reactants needed to synthesize it. The reactants are: [C:1]([O:5][C:6](=[O:19])[NH:7][C:8]1[CH:13]=[CH:12][C:11]([C:14]([F:17])([F:16])[F:15])=[CH:10][C:9]=1[NH2:18])([CH3:4])([CH3:3])[CH3:2].C([O:24][C:25](=O)[CH2:26][C:27]([C:29]1[CH:34]=[CH:33][CH:32]=[C:31]([C:35]2[CH:36]=[N:37][C:38]([CH3:41])=[CH:39][CH:40]=2)[CH:30]=1)=[O:28])(C)(C)C. (4) Given the product [Cl:16][C:17]1[CH:25]=[CH:24][C:20]2[O:21][CH2:22][O:23][C:19]=2[C:18]=1[NH:26][C:28]1[C:33]([C:34]#[N:35])=[CH:32][N:31]=[C:30]2[N:36]=[C:37]([S:39][CH3:40])[S:38][C:29]=12, predict the reactants needed to synthesize it. The reactants are: C[Si](C)(C)N[Si](C)(C)C.[Na].C1COCC1.[Cl:16][C:17]1[CH:25]=[CH:24][C:20]2[O:21][CH2:22][O:23][C:19]=2[C:18]=1[NH2:26].Cl[C:28]1[C:33]([C:34]#[N:35])=[CH:32][N:31]=[C:30]2[N:36]=[C:37]([S:39][CH3:40])[S:38][C:29]=12. (5) Given the product [F:34][C:2]([F:1])([F:33])[CH2:3][CH2:4][CH:5]([C:17]1[CH:32]=[CH:31][C:20]([C:21]([NH:23][CH2:24][CH2:25][C:26]([OH:28])=[O:27])=[O:22])=[CH:19][CH:18]=1)[NH:6][C:7]1[CH:8]=[N:9][C:10]2[C:15]([CH:16]=1)=[CH:14][CH:13]=[CH:12][CH:11]=2, predict the reactants needed to synthesize it. The reactants are: [F:1][C:2]([F:34])([F:33])[CH2:3][CH2:4][CH:5]([C:17]1[CH:32]=[CH:31][C:20]([C:21]([NH:23][CH2:24][CH2:25][C:26]([O:28]CC)=[O:27])=[O:22])=[CH:19][CH:18]=1)[NH:6][C:7]1[CH:8]=[N:9][C:10]2[C:15]([CH:16]=1)=[CH:14][CH:13]=[CH:12][CH:11]=2.[OH-].[Na+]. (6) Given the product [OH:6][C:4]([C:7]1[CH:12]=[CH:11][CH:10]=[CH:9][CH:8]=1)([CH3:5])[CH2:1][C:2]#[N:3], predict the reactants needed to synthesize it. The reactants are: [CH3:1][C:2]#[N:3].[C:4]([C:7]1[CH:12]=[CH:11][CH:10]=[CH:9][CH:8]=1)(=[O:6])[CH3:5].[NH4+].[Cl-]. (7) Given the product [CH3:15][O:16][C:17]1[CH:18]=[C:19]([CH2:25][C:26]([NH:1][CH2:2][C:3]2[CH:8]=[CH:7][CH:6]=[CH:5][C:4]=2[N:9]([CH3:14])[S:10]([CH3:13])(=[O:12])=[O:11])=[O:27])[CH:20]=[CH:21][C:22]=1[O:23][CH3:24], predict the reactants needed to synthesize it. The reactants are: [NH2:1][CH2:2][C:3]1[CH:8]=[CH:7][CH:6]=[CH:5][C:4]=1[N:9]([CH3:14])[S:10]([CH3:13])(=[O:12])=[O:11].[CH3:15][O:16][C:17]1[CH:18]=[C:19]([CH2:25][C:26](O)=[O:27])[CH:20]=[CH:21][C:22]=1[O:23][CH3:24].CCCP(=O)=O.CCN(C(C)C)C(C)C. (8) Given the product [CH3:1][O:2][C:3]1[CH:29]=[CH:28][C:6]([CH2:7][C:8]2[C:9]([CH3:27])=[C:10]([CH3:26])[C:11]([CH:30]=[CH2:31])=[C:12]([CH:17]=2)[C:13]([O:15][CH3:16])=[O:14])=[CH:5][CH:4]=1, predict the reactants needed to synthesize it. The reactants are: [CH3:1][O:2][C:3]1[CH:29]=[CH:28][C:6]([CH2:7][C:8]2[C:9]([CH3:27])=[C:10]([CH3:26])[C:11](OS(C(F)(F)F)(=O)=O)=[C:12]([CH:17]=2)[C:13]([O:15][CH3:16])=[O:14])=[CH:5][CH:4]=1.[CH2:30](C([Sn])=C(CCCC)CCCC)[CH2:31]CC.[Cl-].[Li+].[F-].[K+]. (9) Given the product [CH2:40]([C:16]1[N:17]=[C:18]([CH2:37][CH2:38][CH3:39])[N:19]([CH2:22][C:23]2[CH:28]=[CH:27][C:26]([C:29]3[C:30]([C:35]#[N:36])=[CH:31][CH:32]=[CH:33][CH:34]=3)=[CH:25][CH:24]=2)[C:20](=[O:21])[C:15]=1[C:8]1[CH:9]=[CH:10][C:5]([O:4][CH:1]([CH3:3])[CH3:2])=[CH:6][CH:7]=1)[CH3:41], predict the reactants needed to synthesize it. The reactants are: [CH:1]([O:4][C:5]1[CH:10]=[CH:9][C:8](B(O)O)=[CH:7][CH:6]=1)([CH3:3])[CH3:2].Br[C:15]1[C:20](=[O:21])[N:19]([CH2:22][C:23]2[CH:28]=[CH:27][C:26]([C:29]3[C:30]([C:35]#[N:36])=[CH:31][CH:32]=[CH:33][CH:34]=3)=[CH:25][CH:24]=2)[C:18]([CH2:37][CH2:38][CH3:39])=[N:17][C:16]=1[CH2:40][CH3:41].